From a dataset of Full USPTO retrosynthesis dataset with 1.9M reactions from patents (1976-2016). Predict the reactants needed to synthesize the given product. (1) Given the product [Br:1][C:2]1[CH:3]=[C:4]([NH:10][S:14]([CH:11]2[CH2:13][CH2:12]2)(=[O:16])=[O:15])[C:5]([O:8][CH3:9])=[N:6][CH:7]=1, predict the reactants needed to synthesize it. The reactants are: [Br:1][C:2]1[CH:3]=[C:4]([NH2:10])[C:5]([O:8][CH3:9])=[N:6][CH:7]=1.[CH:11]1([S:14](Cl)(=[O:16])=[O:15])[CH2:13][CH2:12]1. (2) The reactants are: [NH2:1][C:2]1[O:3][CH2:4][CH2:5][C:6]=1[C:7]#[N:8].[F:9][C:10]1[CH:18]=[CH:17][C:13]([C:14](Cl)=[O:15])=[CH:12][CH:11]=1. Given the product [C:7]([C:6]1[CH2:5][CH2:4][O:3][C:2]=1[NH:1][C:14](=[O:15])[C:13]1[CH:17]=[CH:18][C:10]([F:9])=[CH:11][CH:12]=1)#[N:8], predict the reactants needed to synthesize it.